This data is from Forward reaction prediction with 1.9M reactions from USPTO patents (1976-2016). The task is: Predict the product of the given reaction. (1) Given the reactants Br[C:2]1[CH:3]=[C:4]2[C:9](=[CH:10][CH:11]=1)[CH2:8][N:7]([C:12]([O:14][C:15]([CH3:18])([CH3:17])[CH3:16])=[O:13])[CH2:6][CH2:5]2.[CH3:19][C:20]1([CH3:36])[C:24]([CH3:26])([CH3:25])[O:23][B:22]([B:22]2[O:23][C:24]([CH3:26])([CH3:25])[C:20]([CH3:36])([CH3:19])[O:21]2)[O:21]1, predict the reaction product. The product is: [CH3:19][C:20]1([CH3:36])[C:24]([CH3:26])([CH3:25])[O:23][B:22]([C:2]2[CH:3]=[C:4]3[C:9](=[CH:10][CH:11]=2)[CH2:8][N:7]([C:12]([O:14][C:15]([CH3:18])([CH3:17])[CH3:16])=[O:13])[CH2:6][CH2:5]3)[O:21]1. (2) Given the reactants [Cl:1][C:2]1[CH:10]=[CH:9][C:5]([C:6](Cl)=[O:7])=[CH:4][N:3]=1.[N+:11]([C:14]1[CH:20]=[C:19]([N+:21]([O-:23])=[O:22])[CH:18]=[CH:17][C:15]=1[NH2:16])([O-:13])=[O:12], predict the reaction product. The product is: [Cl:1][C:2]1[N:3]=[CH:4][C:5]([C:6]([NH:16][C:15]2[CH:17]=[CH:18][C:19]([N+:21]([O-:23])=[O:22])=[CH:20][C:14]=2[N+:11]([O-:13])=[O:12])=[O:7])=[CH:9][CH:10]=1.